This data is from Full USPTO retrosynthesis dataset with 1.9M reactions from patents (1976-2016). The task is: Predict the reactants needed to synthesize the given product. (1) Given the product [ClH:22].[O-:1][N+:2]1[C:7]([C:8]([F:9])([F:10])[F:11])=[CH:6][CH:5]=[C:4]([C@H:12]([NH2:14])[CH3:13])[CH:3]=1, predict the reactants needed to synthesize it. The reactants are: [O-:1][N+:2]1[C:7]([C:8]([F:11])([F:10])[F:9])=[CH:6][CH:5]=[C:4]([C@H:12]([NH:14]C(=O)OC(C)(C)C)[CH3:13])[CH:3]=1.[ClH:22]. (2) Given the product [CH3:8][O:9][C:10]1[CH:11]=[C:12]([NH:22][C:23]2[N:24]=[CH:25][C:26]3[CH2:32][NH:31][CH2:30][CH:29]([C:3]4[CH:2]=[CH:14][CH:15]=[CH:10][CH:11]=4)[C:27]=3[N:28]=2)[CH:13]=[CH:14][C:15]=1[N:16]1[CH:20]=[C:19]([CH3:21])[N:18]=[CH:17]1, predict the reactants needed to synthesize it. The reactants are: F[C:2](F)(F)[C:3](O)=O.[CH3:8][O:9][C:10]1[CH:11]=[C:12]([NH:22][C:23]2[N:24]=[C:25](CCC3CCCO3)[C:26]3[CH2:32][N:31](C(OC(C)(C)C)=O)[CH2:30][CH2:29][C:27]=3[N:28]=2)[CH:13]=[CH:14][C:15]=1[N:16]1[CH:20]=[C:19]([CH3:21])[N:18]=[CH:17]1. (3) Given the product [CH3:15][N:11]1[CH2:12][CH2:13][CH2:14][N:9]([C:4]2[C:5]([CH3:8])=[N:6][CH:7]=[C:2]([B:18]3[O:22][C:21]([CH3:24])([CH3:23])[C:20]([CH3:26])([CH3:25])[O:19]3)[CH:3]=2)[S:10]1(=[O:17])=[O:16], predict the reactants needed to synthesize it. The reactants are: Br[C:2]1[CH:3]=[C:4]([N:9]2[CH2:14][CH2:13][CH2:12][N:11]([CH3:15])[S:10]2(=[O:17])=[O:16])[C:5]([CH3:8])=[N:6][CH:7]=1.[B:18]1([B:18]2[O:22][C:21]([CH3:24])([CH3:23])[C:20]([CH3:26])([CH3:25])[O:19]2)[O:22][C:21]([CH3:24])([CH3:23])[C:20]([CH3:26])([CH3:25])[O:19]1.C(Cl)Cl.C([O-])(=O)C.[K+]. (4) The reactants are: [Cl:1][C:2]1[N:7]=[C:6](Cl)[C:5]([CH3:9])=[CH:4][N:3]=1.[CH3:10][C:11]1[NH:15][N:14]=[C:13]([NH2:16])[CH:12]=1.CCN(C(C)C)C(C)C. Given the product [Cl:1][C:2]1[N:7]=[C:6]([NH:16][C:13]2[CH:12]=[C:11]([CH3:10])[NH:15][N:14]=2)[C:5]([CH3:9])=[CH:4][N:3]=1, predict the reactants needed to synthesize it. (5) Given the product [Cl:33][C:30]1[CH:31]=[CH:32][C:27]([C:3]2[C:2]([NH:35][NH2:36])=[N:7][N:6]([CH2:8][C:9]3[C:10]([CH3:19])=[N:11][C:12]([C:15]([F:17])([F:18])[F:16])=[CH:13][CH:14]=3)[C:5](=[O:20])[C:4]=2[C:21]2[CH:22]=[CH:23][N:24]=[CH:25][CH:26]=2)=[CH:28][CH:29]=1, predict the reactants needed to synthesize it. The reactants are: Cl[C:2]1[C:3]([C:27]2[CH:32]=[CH:31][C:30]([Cl:33])=[CH:29][CH:28]=2)=[C:4]([C:21]2[CH:26]=[CH:25][N:24]=[CH:23][CH:22]=2)[C:5](=[O:20])[N:6]([CH2:8][C:9]2[C:10]([CH3:19])=[N:11][C:12]([C:15]([F:18])([F:17])[F:16])=[CH:13][CH:14]=2)[N:7]=1.O.[NH2:35][NH2:36].